Dataset: NCI-60 drug combinations with 297,098 pairs across 59 cell lines. Task: Regression. Given two drug SMILES strings and cell line genomic features, predict the synergy score measuring deviation from expected non-interaction effect. (1) Drug 1: C(=O)(N)NO. Drug 2: CC1=C(C=C(C=C1)C(=O)NC2=CC(=CC(=C2)C(F)(F)F)N3C=C(N=C3)C)NC4=NC=CC(=N4)C5=CN=CC=C5. Cell line: SK-MEL-5. Synergy scores: CSS=0.582, Synergy_ZIP=2.39, Synergy_Bliss=3.33, Synergy_Loewe=-1.07, Synergy_HSA=0.604. (2) Drug 1: CCC1=CC2CC(C3=C(CN(C2)C1)C4=CC=CC=C4N3)(C5=C(C=C6C(=C5)C78CCN9C7C(C=CC9)(C(C(C8N6C)(C(=O)OC)O)OC(=O)C)CC)OC)C(=O)OC.C(C(C(=O)O)O)(C(=O)O)O. Drug 2: CCC1(C2=C(COC1=O)C(=O)N3CC4=CC5=C(C=CC(=C5CN(C)C)O)N=C4C3=C2)O.Cl. Cell line: HL-60(TB). Synergy scores: CSS=70.2, Synergy_ZIP=-0.718, Synergy_Bliss=-0.00504, Synergy_Loewe=-3.38, Synergy_HSA=1.33.